Dataset: Reaction yield outcomes from USPTO patents with 853,638 reactions. Task: Predict the reaction yield, written as a fraction of the theoretical maximum amount of product (1.0 means a 100% yield; for example, 0.34 means a 34% yield). (1) The reactants are Br[C:2]1[CH:3]=[C:4]([CH2:9][C:10]([OH:12])=[O:11])[CH:5]=[CH:6][C:7]=1[F:8].[Cu][C:14]#[N:15]. The catalyst is CN(C=O)C.C(OCC)(=O)C. The product is [C:14]([C:2]1[CH:3]=[C:4]([CH2:9][C:10]([OH:12])=[O:11])[CH:5]=[CH:6][C:7]=1[F:8])#[N:15]. The yield is 0.650. (2) The reactants are C(OC(=O)[NH:7][C:8]1[N:12]=[C:11]([C:13]2[S:14][C:15]3[CH2:16][CH2:17][O:18][C:19]4[CH:26]=[C:25](Br)[CH:24]=[CH:23][C:20]=4[C:21]=3[N:22]=2)[N:10]([C:28]([CH3:31])([CH3:30])[CH3:29])[N:9]=1)(C)(C)C.O.C([O-])(=O)C.[K+].CC1(C)C(C)(C)OB([C:47]2[CH:48]=[N:49][NH:50][CH:51]=2)O1. The catalyst is CC#N.C1C=CC([P]([Pd]([P](C2C=CC=CC=2)(C2C=CC=CC=2)C2C=CC=CC=2)([P](C2C=CC=CC=2)(C2C=CC=CC=2)C2C=CC=CC=2)[P](C2C=CC=CC=2)(C2C=CC=CC=2)C2C=CC=CC=2)(C2C=CC=CC=2)C2C=CC=CC=2)=CC=1. The product is [C:28]([N:10]1[C:11]([C:13]2[S:14][C:15]3[CH2:16][CH2:17][O:18][C:19]4[CH:26]=[C:25]([C:47]5[CH:48]=[N:49][NH:50][CH:51]=5)[CH:24]=[CH:23][C:20]=4[C:21]=3[N:22]=2)=[N:12][C:8]([NH2:7])=[N:9]1)([CH3:30])([CH3:31])[CH3:29]. The yield is 0.100. (3) The reactants are [H-].[Na+].O1CCC[CH2:4]1.[CH2:8]([CH:12]([C:16](=[O:18])[CH3:17])[C:13](=[O:15])[CH3:14])[CH2:9][CH2:10][CH3:11].IC. The product is [CH2:8]([C:12]([CH3:4])([C:13](=[O:15])[CH3:14])[C:16](=[O:18])[CH3:17])[CH2:9][CH2:10][CH3:11]. The catalyst is O. The yield is 0.940. (4) The reactants are [H-].[Na+].[CH2:3]([O:5][C:6]([C:8]1[CH:17]=[C:11]2[C:12](=[O:16])[NH:13][CH2:14][CH2:15][N:10]2[N:9]=1)=[O:7])[CH3:4].[CH2:18](Br)[C:19]1[CH:24]=[CH:23][CH:22]=[CH:21][CH:20]=1. The catalyst is CN(C=O)C.O. The product is [CH2:3]([O:5][C:6]([C:8]1[CH:17]=[C:11]2[C:12](=[O:16])[N:13]([CH2:18][C:19]3[CH:24]=[CH:23][CH:22]=[CH:21][CH:20]=3)[CH2:14][CH2:15][N:10]2[N:9]=1)=[O:7])[CH3:4]. The yield is 0.830. (5) The reactants are [P:1]([Cl:6])([Cl:5])([O:3][CH3:4])=[O:2].[N:7]1[CH:12]=[CH:11][CH:10]=[CH:9][CH:8]=1. No catalyst specified. The product is [P:1]([Cl:6])([Cl:5])([O-:3])=[O:2].[CH3:4][N+:7]1[CH:12]=[CH:11][CH:10]=[CH:9][CH:8]=1. The yield is 0.600. (6) The reactants are Cl.[O:2]1CCO[CH:3]1[C:7]1[CH:12]=[CH:11][C:10]([OH:13])=[C:9]([F:14])[CH:8]=1. The catalyst is C1COCC1.O. The product is [F:14][C:9]1[CH:8]=[C:7]([CH:12]=[CH:11][C:10]=1[OH:13])[CH:3]=[O:2]. The yield is 0.950. (7) The reactants are [C:1]([O:5][C:6](=[O:56])[C:7]([O:10]/[N:11]=[C:12](/[C:43]1[N:44]=[C:45]([NH:48][C:49]([O:51][C:52]([CH3:55])([CH3:54])[CH3:53])=[O:50])[S:46][CH:47]=1)\[C:13]([NH:15][C@@H:16]1[C:23](=[O:24])[N:22]2[C@@H:17]1[S:18][CH2:19][C:20]([CH2:41][Cl:42])=[C:21]2[C:25]([O:27][CH:28]([C:35]1[CH:40]=[CH:39][CH:38]=[CH:37][CH:36]=1)[C:29]1[CH:34]=[CH:33][CH:32]=[CH:31][CH:30]=1)=[O:26])=[O:14])([CH3:9])[CH3:8])([CH3:4])([CH3:3])[CH3:2].ClC1C=C(C=CC=1)C(OO)=[O:62].S([O-])([O-])(=O)=S.[Na+].[Na+]. The catalyst is ClCCl. The product is [C:1]([O:5][C:6](=[O:56])[C:7]([O:10]/[N:11]=[C:12](/[C:43]1[N:44]=[C:45]([NH:48][C:49]([O:51][C:52]([CH3:55])([CH3:54])[CH3:53])=[O:50])[S:46][CH:47]=1)\[C:13]([NH:15][C@@H:16]1[C:23](=[O:24])[N:22]2[C@@H:17]1[S:18](=[O:62])[CH2:19][C:20]([CH2:41][Cl:42])=[C:21]2[C:25]([O:27][CH:28]([C:35]1[CH:36]=[CH:37][CH:38]=[CH:39][CH:40]=1)[C:29]1[CH:34]=[CH:33][CH:32]=[CH:31][CH:30]=1)=[O:26])=[O:14])([CH3:8])[CH3:9])([CH3:2])([CH3:3])[CH3:4]. The yield is 0.532. (8) The reactants are [CH2:1]([O:3][C:4](=[O:13])[CH2:5][C:6]1[CH:11]=[CH:10][CH:9]=[C:8](Br)[CH:7]=1)[CH3:2].O.[F-].C([N+](CCCC)(CCCC)CCCC)CCC.[CH:33]#[C:34][CH2:35][CH2:36][CH3:37]. The catalyst is Cl[Pd](Cl)([P](C1C=CC=CC=1)(C1C=CC=CC=1)C1C=CC=CC=1)[P](C1C=CC=CC=1)(C1C=CC=CC=1)C1C=CC=CC=1.O. The product is [C:33]([C:8]1[CH:7]=[C:6]([CH2:5][C:4]([O:3][CH2:1][CH3:2])=[O:13])[CH:11]=[CH:10][CH:9]=1)#[C:34][CH2:35][CH2:36][CH3:37]. The yield is 0.790. (9) The reactants are CC(OI1(OC(C)=O)(OC(C)=O)OC(=O)C2C=CC=CC1=2)=O.[C:23]([O:27][C:28](=[O:43])[NH:29][C:30]1[CH:35]=[C:34]([O:36][CH3:37])[CH:33]=[CH:32][C:31]=1[CH2:38][CH:39]([OH:42])[CH2:40][CH3:41])([CH3:26])([CH3:25])[CH3:24]. The catalyst is C1COCC1. The product is [C:23]([O:27][C:28](=[O:43])[NH:29][C:30]1[CH:35]=[C:34]([O:36][CH3:37])[CH:33]=[CH:32][C:31]=1[CH2:38][C:39](=[O:42])[CH2:40][CH3:41])([CH3:25])([CH3:24])[CH3:26]. The yield is 0.840.